This data is from Forward reaction prediction with 1.9M reactions from USPTO patents (1976-2016). The task is: Predict the product of the given reaction. The product is: [N:1]12[CH2:9][CH2:8][CH:5]([CH2:6][CH2:7]1)[NH:4][CH2:3][CH2:2]2. Given the reactants [N:1]12[CH2:9][CH2:8][CH:5]([CH2:6][CH2:7]1)[NH:4][C:3](=O)[CH2:2]2.[H-].[Al+3].[Li+].[H-].[H-].[H-], predict the reaction product.